This data is from Full USPTO retrosynthesis dataset with 1.9M reactions from patents (1976-2016). The task is: Predict the reactants needed to synthesize the given product. Given the product [C:3]1([C:9]2[C:13]([N:14]3[CH2:15][CH2:16][N:17]([C:20]([O:22][C:23]([CH3:26])([CH3:25])[CH3:24])=[O:21])[CH2:18][CH2:19]3)=[CH:12][N:11]([CH2:28][C:29]3[CH:34]=[CH:33][CH:32]=[CH:31][N:30]=3)[N:10]=2)[CH:4]=[CH:5][CH:6]=[CH:7][CH:8]=1, predict the reactants needed to synthesize it. The reactants are: [H-].[Na+].[C:3]1([C:9]2[C:13]([N:14]3[CH2:19][CH2:18][N:17]([C:20]([O:22][C:23]([CH3:26])([CH3:25])[CH3:24])=[O:21])[CH2:16][CH2:15]3)=[CH:12][NH:11][N:10]=2)[CH:8]=[CH:7][CH:6]=[CH:5][CH:4]=1.Cl[CH2:28][C:29]1[CH:34]=[CH:33][CH:32]=[CH:31][N:30]=1.